From a dataset of Full USPTO retrosynthesis dataset with 1.9M reactions from patents (1976-2016). Predict the reactants needed to synthesize the given product. (1) Given the product [CH3:28][P:26]([C:29]1[CH:35]=[CH:34][C:32]([NH:33][C:2]2[CH:7]=[C:6]([NH:8][C:9]3[CH:14]=[CH:13][CH:12]=[CH:11][C:10]=3[S:15]([CH:18]([CH3:20])[CH3:19])(=[O:17])=[O:16])[C:5]([C:21]([F:24])([F:23])[F:22])=[CH:4][N:3]=2)=[C:31]([O:36][C:37]([F:38])([F:40])[F:39])[CH:30]=1)([CH3:25])=[O:27], predict the reactants needed to synthesize it. The reactants are: Cl[C:2]1[CH:7]=[C:6]([NH:8][C:9]2[CH:14]=[CH:13][CH:12]=[CH:11][C:10]=2[S:15]([CH:18]([CH3:20])[CH3:19])(=[O:17])=[O:16])[C:5]([C:21]([F:24])([F:23])[F:22])=[CH:4][N:3]=1.[CH3:25][P:26]([C:29]1[CH:35]=[CH:34][C:32]([NH2:33])=[C:31]([O:36][C:37]([F:40])([F:39])[F:38])[CH:30]=1)([CH3:28])=[O:27]. (2) Given the product [Br:1][C:20]1[C:16]([C:13]2[CH:12]=[CH:11][C:10]([Cl:9])=[CH:15][CH:14]=2)=[N:17][NH:18][CH:19]=1, predict the reactants needed to synthesize it. The reactants are: [Br:1]N1C(=O)CCC1=O.[Cl:9][C:10]1[CH:15]=[CH:14][C:13]([C:16]2[CH:20]=[CH:19][NH:18][N:17]=2)=[CH:12][CH:11]=1.O. (3) Given the product [I:1][C:2]1[CH:3]=[N:4][N:5]([CH:7]2[CH2:8][CH:9]([OH:11])[CH2:10]2)[CH:6]=1, predict the reactants needed to synthesize it. The reactants are: [I:1][C:2]1[CH:3]=[N:4][N:5]([CH:7]2[CH2:10][C:9](=[O:11])[CH2:8]2)[CH:6]=1.[BH4-].[Na+].C(O)C. (4) Given the product [CH2:1]([N:8]1[C@@H:13]2[C@H:14]([C:16]#[N:17])[CH2:15][C@@:9]1([C:36]1[CH:41]=[CH:40][CH:39]=[CH:38][CH:37]=1)[C@H:10]([O:18][C@H:19]([C:22]1[CH:27]=[C:26]([C:28]([F:30])([F:31])[F:29])[CH:25]=[C:24]([C:32]([F:33])([F:34])[F:35])[CH:23]=1)[CH2:20][O:21][CH2:42][C:43]1[CH:48]=[CH:47][CH:46]=[CH:45][CH:44]=1)[CH2:11][CH2:12]2)[C:2]1[CH:7]=[CH:6][CH:5]=[CH:4][CH:3]=1, predict the reactants needed to synthesize it. The reactants are: [CH2:1]([N:8]1[C@@H:13]2[C@H:14]([C:16]#[N:17])[CH2:15][C@@:9]1([C:36]1[CH:41]=[CH:40][CH:39]=[CH:38][CH:37]=1)[C@H:10]([O:18][C@H:19]([C:22]1[CH:27]=[C:26]([C:28]([F:31])([F:30])[F:29])[CH:25]=[C:24]([C:32]([F:35])([F:34])[F:33])[CH:23]=1)[CH2:20][OH:21])[CH2:11][CH2:12]2)[C:2]1[CH:7]=[CH:6][CH:5]=[CH:4][CH:3]=1.[CH2:42](Br)[C:43]1[CH:48]=[CH:47][CH:46]=[CH:45][CH:44]=1.C1OCCOCCOCCOCCOCCOC1.[H-].[Na+]. (5) Given the product [C:1]([C:3]([C:6]1[CH:7]=[C:8]([CH:33]=[CH:34][CH:35]=1)[C:9]([NH:11][C:12]1[CH:13]=[CH:14][C:15]([CH3:32])=[C:16]([NH:18][C:19]([C:21]2[S:31][C:24]3=[N:25][C:26]([NH:29][CH2:30][CH3:37])=[CH:27][N:28]=[C:23]3[CH:22]=2)=[O:20])[CH:17]=1)=[O:10])([CH3:5])[CH3:4])#[N:2], predict the reactants needed to synthesize it. The reactants are: [C:1]([C:3]([C:6]1[CH:7]=[C:8]([CH:33]=[CH:34][CH:35]=1)[C:9]([NH:11][C:12]1[CH:13]=[CH:14][C:15]([CH3:32])=[C:16]([NH:18][C:19]([C:21]2[S:31][C:24]3=[N:25][C:26]([NH:29][CH3:30])=[CH:27][N:28]=[C:23]3[CH:22]=2)=[O:20])[CH:17]=1)=[O:10])([CH3:5])[CH3:4])#[N:2].Cl[C:37]1N=C2SC(C(NC3C=C(NC(=O)C4C=CC=C(C(C#N)(C)C)C=4)C=CC=3C)=O)=CC2=NC=1.Cl.C(N)C.C(N(CC)CC)C. (6) Given the product [CH2:1]([C:22]1[CH:31]=[CH:30][C:29]2[NH:28][C:27](=[O:32])[N:26]3[C:33](=[O:43])[N:34]([C:36]4[CH:41]=[CH:40][C:39]([CH3:42])=[CH:38][CH:37]=4)[N:35]=[C:25]3[C:24]=2[CH:23]=1)[C:2]1[CH:7]=[CH:6][CH:5]=[CH:4][CH:3]=1, predict the reactants needed to synthesize it. The reactants are: [CH2:1]([Sn](CCCC)(CCCC)CCCC)[C:2]1[CH:7]=[CH:6][CH:5]=[CH:4][CH:3]=1.Br[C:22]1[CH:31]=[CH:30][C:29]2[NH:28][C:27](=[O:32])[N:26]3[C:33](=[O:43])[N:34]([C:36]4[CH:41]=[CH:40][C:39]([CH3:42])=[CH:38][CH:37]=4)[N:35]=[C:25]3[C:24]=2[CH:23]=1.